Task: Predict the reactants needed to synthesize the given product.. Dataset: Full USPTO retrosynthesis dataset with 1.9M reactions from patents (1976-2016) (1) Given the product [CH3:26][O:25][C:20]1[CH:21]=[CH:22][CH:23]=[CH:24][C:19]=1[CH2:18][O:17][C:5]1[CH:4]=[CH:3][C:2]([C:31]2[CH:30]=[N:29][N:28]([CH3:27])[CH:32]=2)=[CH:16][C:6]=1[C:7]([NH:9][C:10]1[CH:11]=[N:12][CH:13]=[CH:14][CH:15]=1)=[O:8], predict the reactants needed to synthesize it. The reactants are: Br[C:2]1[CH:3]=[CH:4][C:5]([O:17][CH2:18][C:19]2[CH:24]=[CH:23][CH:22]=[CH:21][C:20]=2[O:25][CH3:26])=[C:6]([CH:16]=1)[C:7]([NH:9][C:10]1[CH:11]=[N:12][CH:13]=[CH:14][CH:15]=1)=[O:8].[CH3:27][N:28]1[CH:32]=[C:31](B2OC(C)(C)C(C)(C)O2)[CH:30]=[N:29]1.C(=O)([O-])[O-].[Na+].[Na+]. (2) Given the product [CH:16]([N:19]([CH3:30])[C:20]1[S:21][C:22]2[CH:28]=[C:27]([NH:29][C:9](=[O:10])[CH:8]=[CH:7][C:6]3[CH:12]=[CH:13][C:3]([C:2]([F:15])([F:14])[F:1])=[CH:4][CH:5]=3)[CH:26]=[CH:25][C:23]=2[N:24]=1)([CH3:18])[CH3:17], predict the reactants needed to synthesize it. The reactants are: [F:1][C:2]([F:15])([F:14])[C:3]1[CH:13]=[CH:12][C:6]([CH:7]=[CH:8][C:9](Cl)=[O:10])=[CH:5][CH:4]=1.[CH:16]([N:19]([CH3:30])[C:20]1[S:21][C:22]2[CH:28]=[C:27]([NH2:29])[CH:26]=[CH:25][C:23]=2[N:24]=1)([CH3:18])[CH3:17]. (3) Given the product [NH2:41][C:1]([CH2:4][C@@H:5]([C:23]1[CH:28]=[CH:27][C:26]([Cl:29])=[C:25]([Cl:30])[CH:24]=1)[CH2:6][N:7]1[CH2:14][C@@H:13]([CH3:15])[CH2:12][O:11][C:10]2[C:16]([C:20]#[N:21])=[CH:17][CH:18]=[CH:19][C:9]=2[C:8]1=[O:22])=[O:2], predict the reactants needed to synthesize it. The reactants are: [C:1]([CH2:4][C@@H:5]([C:23]1[CH:28]=[CH:27][C:26]([Cl:29])=[C:25]([Cl:30])[CH:24]=1)[CH2:6][N:7]1[CH2:14][C@@H:13]([CH3:15])[CH2:12][O:11][C:10]2[C:16]([C:20]#[N:21])=[CH:17][CH:18]=[CH:19][C:9]=2[C:8]1=[O:22])(O)=[O:2].C1C=CC2N(O)N=NC=2C=1.[NH3:41].C([O-])(O)=O.[Na+]. (4) Given the product [Br:18][C:11]1[CH:12]=[C:13]([C:14]([F:16])([F:17])[F:15])[C:8]2[N:9]([C:19]([Cl:20])=[C:6]([C:4]([OH:5])=[O:3])[N:7]=2)[CH:10]=1, predict the reactants needed to synthesize it. The reactants are: C([O:3][C:4]([C:6]1[N:7]=[C:8]2[C:13]([C:14]([F:17])([F:16])[F:15])=[CH:12][C:11]([Br:18])=[CH:10][N:9]2[C:19]=1[Cl:20])=[O:5])C. (5) Given the product [CH2:16]([C:5]1([CH2:27][CH2:28][CH2:29][CH3:30])[C:4]2[CH:3]=[C:2]([I:1])[CH:14]=[CH:13][C:12]=2[C:11]2[C:6]1=[CH:7][CH:8]=[CH:9][CH:10]=2)[CH2:17][CH2:18][CH3:19], predict the reactants needed to synthesize it. The reactants are: [I:1][C:2]1[CH:14]=[CH:13][C:12]2[C:11]3[C:6](=[CH:7][CH:8]=[CH:9][CH:10]=3)[CH2:5][C:4]=2[CH:3]=1.I[CH2:16][CH2:17][CH2:18][CH3:19].CC(C)([O-])C.[K+].O1[CH2:30][CH2:29][CH2:28][CH2:27]1. (6) Given the product [CH3:21][C:2]1[CH:3]=[C:4]([CH:7]=[CH:8][C:9]=1[O:10][CH2:11][CH2:12][CH2:13][CH2:14][CH2:15][CH2:16][CH2:17][CH3:18])[CH:5]=[O:6], predict the reactants needed to synthesize it. The reactants are: Br[C:2]1[CH:3]=[C:4]([CH:7]=[C:8](Br)[C:9]=1[O:10][CH2:11][CH2:12][CH2:13][CH2:14][CH2:15][CH2:16][CH2:17][CH3:18])[CH:5]=[O:6].O[C:21]1C=C(C=CC=1)C=O. (7) The reactants are: [H-].[Na+].[F:3][C:4]([F:11])([F:10])[C:5]([O:7]CC)=O.[C:12](#[N:15])[CH2:13][CH3:14]. Given the product [F:11][C:4]([F:3])([F:10])[C:5](=[O:7])[CH:13]([CH3:14])[C:12]#[N:15], predict the reactants needed to synthesize it. (8) Given the product [NH2:32][C@H:27]1[CH2:28][C@@H:29]([CH3:31])[CH2:30][N:25]([C:24]2[CH:23]=[CH:22][N:21]=[CH:20][C:19]=2[NH:18][C:15]2[N:13]3[N:14]=[C:9]([C:3]4[C:4]([F:8])=[CH:5][CH:6]=[CH:7][C:2]=4[F:1])[CH:10]=[CH:11][C:12]3=[CH:17][N:16]=2)[CH2:26]1, predict the reactants needed to synthesize it. The reactants are: [F:1][C:2]1[CH:7]=[CH:6][CH:5]=[C:4]([F:8])[C:3]=1[C:9]1[CH:10]=[CH:11][C:12]2[N:13]([C:15]([NH:18][C:19]3[CH:20]=[N:21][CH:22]=[CH:23][C:24]=3[N:25]3[CH2:30][C@@H:29]([CH3:31])[CH2:28][C@@H:27]([NH:32]C(=O)OC(C)(C)C)[CH2:26]3)=[N:16][CH:17]=2)[N:14]=1.C(O)(C(F)(F)F)=O.